From a dataset of Experimentally validated miRNA-target interactions with 360,000+ pairs, plus equal number of negative samples. Binary Classification. Given a miRNA mature sequence and a target amino acid sequence, predict their likelihood of interaction. (1) The miRNA is mmu-miR-3102-5p with sequence GUGAGUGGCCAGGGUGGGGCUG. The protein sequence of the target gene is MPRRKQEQPKRLPSHVSRQDEAEGDFSEGEQWYGNSSETPSEASYGEVQENYKLSLEDRIQEQSTSPDTSLGSATPSSHTLELVALDGEVLRDSLQCQGHLSPGVSSVCDDDPPSSNKPLSSNLRRLLEAGSLKLDGTANGRVESPVNVGPSLSFSPPSHHAQQLSVLARKLAEKQDQSDQFTPSNRFIWNQGKWLPNSTTTCGLSPDSAILKLKAAANAVLQDKSLSRTEESLRFESFSSPFSSQSASSTLAALSKKVSERSLTPGQEHPPPASSFLSLASMTSSAALLKEVAARAAGS.... Result: 0 (no interaction). (2) The miRNA is mmu-miR-3961 with sequence UGCCCUCAGCUCAGUUGGA. The protein sequence of the target gene is MAAAASESLSSGGPGAVRLPRLPPLKVLAGQLRRHAEGGPGAWRLSRAAVGRAPLELVAVWMQGTVLAAEGGQARLRDSSGAFSVRGLERVPRGRPCLLPGKYVMVMGVVQACSPEPCLQAVKMTDLSDNPVHESMWELEVEDLHRNIP. Result: 1 (interaction). (3) The miRNA is ath-miR1888a with sequence UAAGUUAAGAUUUGUGAAGAA. The protein sequence of the target gene is MSDKSDLKAELERKKQRLAQIREEKKRKEEERKKKEADMQQKKEPVQDDSDLDRKRRETEALLQSIGISPEPPLVQPLHFLTWDTCYFHYLVPTPMSPSSKSVSTPSEAGSQDSGDLGPLTRTLQWDTDPSVLQLQSDSELGRRLHKLGVSKVTQVDFLPREVVSYSKETQTPLATHQSEEDEEDEEMVESKVGQDSELENQDKKQEVKEAPPRELTEEEKQQILHSEEFLIFFDRTIRVIERALAEDSDIFFDYSGRELEEKDGDVQAGANLSFNRQFYDEHWSKHRVVTCMDWSLQYP.... Result: 0 (no interaction).